From a dataset of Reaction yield outcomes from USPTO patents with 853,638 reactions. Predict the reaction yield, written as a fraction of the theoretical maximum amount of product (1.0 means a 100% yield; for example, 0.34 means a 34% yield). (1) The catalyst is CN(C=O)C.C(Cl)Cl. The yield is 0.870. The reactants are [Br:1][C:2]1[CH:3]=[N:4][CH:5]=[C:6]2[C:11]=1[N:10]=[C:9]([C:12]([OH:14])=O)[CH:8]=[CH:7]2.CN(C(ON1N=NC2C=[CH:27][CH:28]=[N:29][C:24]1=2)=[N+](C)C)C.F[P-](F)(F)(F)(F)F.N1CCC1.CCN(C(C)C)C(C)C. The product is [N:29]1([C:12]([C:9]2[CH:8]=[CH:7][C:6]3[C:11](=[C:2]([Br:1])[CH:3]=[N:4][CH:5]=3)[N:10]=2)=[O:14])[CH2:28][CH2:27][CH2:24]1. (2) The reactants are [CH3:1][O:2][C:3](=[O:15])[C:4]([CH:6]([C:8]1[CH:9]=[N:10][C:11]([Cl:14])=[CH:12][CH:13]=1)[OH:7])=[CH2:5].[C:16](OC(=O)C)(=[O:18])[CH3:17]. The catalyst is ClCCl.CN(C1C=CN=CC=1)C.C([O-])(O)=O.[Na+]. The product is [CH3:1][O:2][C:3](=[O:15])[C:4]([CH:6]([O:7][C:16](=[O:18])[CH3:17])[C:8]1[CH:9]=[N:10][C:11]([Cl:14])=[CH:12][CH:13]=1)=[CH2:5]. The yield is 0.440. (3) The reactants are [F:1][C:2]([F:14])([F:13])[C:3]1[CH:4]=[C:5]([SH:12])[C:6](=[CH:10][CH:11]=1)[C:7]([OH:9])=O.[C:15]([C:17]1[CH:22]=[CH:21][CH:20]=[CH:19][N:18]=1)#[N:16]. The catalyst is N1C=CC=CC=1. The product is [N:18]1[CH:19]=[CH:20][CH:21]=[CH:22][C:17]=1[C:15]1[S:12][C:5]2[CH:4]=[C:3]([C:2]([F:1])([F:14])[F:13])[CH:11]=[CH:10][C:6]=2[C:7](=[O:9])[N:16]=1. The yield is 0.540. (4) The reactants are I[C:2]1[C:3]2[CH:10]=[CH:9][N:8]([S:11]([C:14]3[CH:19]=[CH:18][C:17]([CH3:20])=[CH:16][CH:15]=3)(=[O:13])=[O:12])[C:4]=2[N:5]=[CH:6][N:7]=1.C([Sn](CCCC)(CCCC)[C:26]([O:28][CH2:29][CH3:30])=[CH2:27])CCC. The catalyst is C1(C)C=CC=CC=1. The product is [CH2:29]([O:28][C:26]([C:2]1[C:3]2[CH:10]=[CH:9][N:8]([S:11]([C:14]3[CH:19]=[CH:18][C:17]([CH3:20])=[CH:16][CH:15]=3)(=[O:13])=[O:12])[C:4]=2[N:5]=[CH:6][N:7]=1)=[CH2:27])[CH3:30]. The yield is 0.820. (5) The catalyst is O1CCCC1. The yield is 0.230. The reactants are [Cl:1][C:2]1[CH:19]=[CH:18][C:5]([CH2:6][S:7][C:8]2[C:9](=[O:17])[N:10]([CH2:14][CH2:15][CH3:16])[CH:11]=[CH:12][N:13]=2)=[CH:4][CH:3]=1.[Na].[OH:21]OS([O-])=O.[K+].[OH2:27]. The product is [Cl:1][C:2]1[CH:19]=[CH:18][C:5]([CH2:6][S:7]([C:8]2[C:9](=[O:17])[N:10]([CH2:14][CH2:15][CH3:16])[CH:11]=[CH:12][N:13]=2)(=[O:21])=[O:27])=[CH:4][CH:3]=1.